Dataset: Forward reaction prediction with 1.9M reactions from USPTO patents (1976-2016). Task: Predict the product of the given reaction. (1) The product is: [F:32][C:2]([F:1])([F:31])[CH2:3][O:4][C:5]1[CH:6]=[C:7]([C:15]2[CH:20]=[C:19]([C:21]([F:22])([F:23])[F:24])[N:18]3[N:25]=[CH:26][C:27]([C:28]4[O:41][N:40]=[C:38]([C:37]5[CH:42]=[CH:43][C:34]([NH2:33])=[N:35][CH:36]=5)[N:39]=4)=[C:17]3[N:16]=2)[CH:8]=[CH:9][C:10]=1[C:11]([F:12])([F:13])[F:14]. Given the reactants [F:1][C:2]([F:32])([F:31])[CH2:3][O:4][C:5]1[CH:6]=[C:7]([C:15]2[CH:20]=[C:19]([C:21]([F:24])([F:23])[F:22])[N:18]3[N:25]=[CH:26][C:27]([C:28](O)=O)=[C:17]3[N:16]=2)[CH:8]=[CH:9][C:10]=1[C:11]([F:14])([F:13])[F:12].[NH2:33][C:34]1[CH:43]=[CH:42][C:37]([C:38]([NH:40][OH:41])=[NH:39])=[CH:36][N:35]=1, predict the reaction product. (2) Given the reactants C([O:8][NH:9][C:10](=[O:34])[CH2:11][CH2:12][CH2:13][CH2:14][CH2:15][N:16]1[C:25]2[C:20]([C:21](=[O:27])[NH:22][C:23](=[O:26])[N:24]=2)=[N:19][C:18]2[CH:28]=[C:29]([CH3:33])[C:30]([CH3:32])=[CH:31][C:17]1=2)C1C=CC=CC=1, predict the reaction product. The product is: [CH3:33][C:29]1[C:30]([CH3:32])=[CH:31][C:17]2[N:16]([CH2:15][CH2:14][CH2:13][CH2:12][CH2:11][C:10]([NH:9][OH:8])=[O:34])[C:25]3[C:20]([C:21](=[O:27])[NH:22][C:23](=[O:26])[N:24]=3)=[N:19][C:18]=2[CH:28]=1. (3) Given the reactants [OH:1][C:2]1[CH:3]=[C:4]([C:9]([C@@H:11]2[C@:20]3([CH3:21])[C@H:15]([C:16]([CH3:23])([CH3:22])[CH2:17][CH2:18][CH2:19]3)[CH2:14][C@@H:13]([NH:24][C:25]([CH:27]3[CH2:32][CH2:31][N:30](C(OC(C)(C)C)=O)[CH2:29][CH2:28]3)=[O:26])[C@H:12]2[CH3:40])=[O:10])[CH:5]=[C:6]([OH:8])[CH:7]=1, predict the reaction product. The product is: [OH:1][C:2]1[CH:3]=[C:4]([C:9]([C@@H:11]2[C@:20]3([CH3:21])[C@H:15]([C:16]([CH3:22])([CH3:23])[CH2:17][CH2:18][CH2:19]3)[CH2:14][C@@H:13]([NH:24][C:25]([CH:27]3[CH2:32][CH2:31][NH:30][CH2:29][CH2:28]3)=[O:26])[C@H:12]2[CH3:40])=[O:10])[CH:5]=[C:6]([OH:8])[CH:7]=1. (4) Given the reactants [CH2:1]([CH:3]([CH2:27][CH2:28][CH2:29][CH3:30])[C:4]#[C:5][C:6]1[C:14]2[S:13][CH:12]=[CH:11][C:10]=2[C:9]([C:15]#[C:16][CH:17]([CH2:22][CH3:23])[CH2:18][CH2:19][CH2:20][CH3:21])=[C:8]2[S:24][CH:25]=[CH:26][C:7]=12)[CH3:2], predict the reaction product. The product is: [CH2:22]([CH:17]([CH2:18][CH2:19][CH2:20][CH3:21])[CH2:16][CH2:15][C:9]1[C:8]2[S:24][CH:25]=[CH:26][C:7]=2[C:6]([CH2:5][CH2:4][CH:3]([CH2:1][CH3:2])[CH2:27][CH2:28][CH2:29][CH3:30])=[C:14]2[S:13][CH:12]=[CH:11][C:10]=12)[CH3:23].